Dataset: Forward reaction prediction with 1.9M reactions from USPTO patents (1976-2016). Task: Predict the product of the given reaction. (1) Given the reactants Cl[C:2]1[N:3]=[C:4]([N:28]([CH2:30][C:31]2[CH:36]=[CH:35][C:34]([Cl:37])=[CH:33][CH:32]=2)[CH3:29])[S:5][C:6]=1[CH:7]([C:9]1[C:17]2[C:12](=[N:13][CH:14]=[CH:15][CH:16]=2)[N:11]([Si](C(C)C)(C(C)C)C(C)C)[CH:10]=1)[OH:8].C([SiH](CC)CC)C.FC(F)(F)C(O)=O, predict the reaction product. The product is: [Cl:37][C:34]1[CH:35]=[CH:36][C:31]([CH2:30][N:28]([CH3:29])[C:4]2[S:5][C:6]([C:7]([C:9]3[C:17]4[C:12](=[N:13][CH:14]=[CH:15][CH:16]=4)[NH:11][CH:10]=3)=[O:8])=[CH:2][N:3]=2)=[CH:32][CH:33]=1. (2) Given the reactants [CH3:1][O:2][C:3]1[N:4]=[C:5]2[C:10](=[CH:11][CH:12]=1)[N:9]([CH3:13])[C:8](=[O:14])[CH2:7][CH2:6]2.O.[Br:16]Br, predict the reaction product. The product is: [Br:16][C:12]1[CH:11]=[C:10]2[C:5]([CH2:6][CH2:7][C:8](=[O:14])[N:9]2[CH3:13])=[N:4][C:3]=1[O:2][CH3:1]. (3) Given the reactants [C:1]([C:5]1[N:9]([CH2:10][CH:11]2[CH2:16][CH2:15][C:14]([F:18])([F:17])[CH2:13][CH2:12]2)[C:8]2[CH:19]=[CH:20][C:21]([NH:23][C:24](=O)OC)=[CH:22][C:7]=2[N:6]=1)([CH3:4])([CH3:3])[CH3:2].Cl.CCOCC.[H-].[H-].[H-].[H-].[Li+].[Al+3], predict the reaction product. The product is: [C:1]([C:5]1[N:9]([CH2:10][CH:11]2[CH2:16][CH2:15][C:14]([F:17])([F:18])[CH2:13][CH2:12]2)[C:8]2[CH:19]=[CH:20][C:21]([NH:23][CH3:24])=[CH:22][C:7]=2[N:6]=1)([CH3:4])([CH3:2])[CH3:3]. (4) The product is: [NH2:98][CH2:97][C:93]1[CH:92]=[C:91]([NH:90][C:89]([O:88][CH2:87][CH2:86][C:83]2[CH:84]=[CH:85][C:80]([CH:76]([NH:75][C:71]3[CH:70]=[C:69]4[C:74](=[CH:73][CH:72]=3)[C:65]([N:64]([C:62]([O:61][C:57]([CH3:60])([CH3:59])[CH3:58])=[O:63])[C:101]([O:103][C:104]([CH3:107])([CH3:106])[CH3:105])=[O:102])=[N:66][CH:67]=[CH:68]4)[C:77]([OH:79])=[O:78])=[CH:81][C:82]=2[CH3:100])=[O:99])[CH:96]=[CH:95][CH:94]=1. Given the reactants NCC1C=C(NC(=O)N(CCC2C=CC(C(NC3C=C4C(=CC=3)C(N(C(OC(C)(C)C)=O)C(OC(C)(C)C)=O)=NC=C4)C(O)=O)=CC=2)C)C=CC=1S(CC)(=O)=O.[C:57]([O:61][C:62]([N:64]([C:101]([O:103][C:104]([CH3:107])([CH3:106])[CH3:105])=[O:102])[C:65]1[C:74]2[C:69](=[CH:70][C:71]([NH:75][CH:76]([C:80]3[CH:85]=[CH:84][C:83]([CH2:86][CH2:87][O:88][C:89](=[O:99])[NH:90][C:91]4[CH:96]=[CH:95][CH:94]=[C:93]([C:97]#[N:98])[CH:92]=4)=[C:82]([CH3:100])[CH:81]=3)[C:77]([OH:79])=[O:78])=[CH:72][CH:73]=2)[CH:68]=[CH:67][N:66]=1)=[O:63])([CH3:60])([CH3:59])[CH3:58], predict the reaction product. (5) Given the reactants [Cl:1][C:2]1[C:10]2[N:9]=[C:8]([O:11][C:12]3[C:17]([CH3:18])=[CH:16][C:15]([Cl:19])=[CH:14][C:13]=3[Cl:20])[N:7]([CH3:21])[C:6]=2[C:5]([C:22](=[CH2:25])[CH2:23][CH3:24])=[CH:4][CH:3]=1.B.[O:27]1CCCC1.[OH-].[Na+].OO, predict the reaction product. The product is: [Cl:1][C:2]1[C:10]2[N:9]=[C:8]([O:11][C:12]3[C:17]([CH3:18])=[CH:16][C:15]([Cl:19])=[CH:14][C:13]=3[Cl:20])[N:7]([CH3:21])[C:6]=2[C:5]([CH:22]([CH2:23][CH3:24])[CH2:25][OH:27])=[CH:4][CH:3]=1. (6) Given the reactants [OH:1][C:2]([CH3:8])([CH3:7])[CH2:3][C:4](=[O:6])[CH3:5].CO.[Br:11]Br, predict the reaction product. The product is: [Br:11][CH2:5][C:4](=[O:6])[CH2:3][C:2]([OH:1])([CH3:8])[CH3:7].